Dataset: Catalyst prediction with 721,799 reactions and 888 catalyst types from USPTO. Task: Predict which catalyst facilitates the given reaction. Reactant: [CH2:1]([O:4][C:5]12[CH2:14][CH:9]3[CH2:10][CH:11]([CH2:13][CH:7]([CH2:8]3)[CH2:6]1)[CH2:12]2)[CH:2]=[CH2:3].[OH-].[Na+].OO.C(=O)([O-])[O-:20].[K+].[K+]. Product: [C:5]12([O:4][CH2:1][CH2:2][CH2:3][OH:20])[CH2:14][CH:9]3[CH2:10][CH:11]([CH2:13][CH:7]([CH2:8]3)[CH2:6]1)[CH2:12]2. The catalyst class is: 7.